From a dataset of Full USPTO retrosynthesis dataset with 1.9M reactions from patents (1976-2016). Predict the reactants needed to synthesize the given product. (1) Given the product [I:1][C:6]1[CH:7]=[CH:8][C:3]([N:9]2[CH2:13][CH2:12][CH2:11][CH2:10]2)=[CH:4][CH:5]=1, predict the reactants needed to synthesize it. The reactants are: [I:1]I.[C:3]1([N:9]2[CH2:13][CH2:12][CH2:11][CH2:10]2)[CH:8]=[CH:7][CH:6]=[CH:5][CH:4]=1.C(=O)(O)[O-].[Na+].S([O-])([O-])(=O)=S.[Na+].[Na+]. (2) Given the product [OH:58][C:51]1[C:50]([CH2:49][NH:48][C:14](=[O:16])[C:13]2[CH:12]=[CH:11][C:10]([CH:8]([O:7][C:4]3[CH:5]=[CH:6][N:1]=[CH:2][N:3]=3)[CH3:9])=[CH:18][CH:17]=2)=[C:55]([CH3:56])[CH:54]=[C:53]([CH3:57])[N:52]=1, predict the reactants needed to synthesize it. The reactants are: [N:1]1[CH:6]=[CH:5][C:4]([O:7][CH:8]([C:10]2[CH:18]=[CH:17][C:13]([C:14]([OH:16])=O)=[CH:12][CH:11]=2)[CH3:9])=[N:3][CH:2]=1.N1(O)C2C=CC=CC=2N=N1.Cl.CN(C)CCCN=C=NCC.C(N(CC)CC)C.[NH2:48][CH2:49][C:50]1[C:51]([OH:58])=[N:52][C:53]([CH3:57])=[CH:54][C:55]=1[CH3:56]. (3) The reactants are: C(OC(N1[C@H](C(=O)N[C@H](C(O)=O)CC2C=CC(C3C=CN=C(C)C=3C)=CC=2)CC2C=C3OC[C@H](C4C=CC(O)=CC=4)OC3=CC=2C1)=O)(C)(C)C.FC(F)(F)C1CCC(CO)CC1.C[O:64][C:65](=[O:126])[C@@H:66]([NH:82][C:83]([C@@H:85]1[CH2:94][C:93]2[CH:92]=[C:91]3[O:95][CH2:96][C@H:97]([C:99]4[CH:104]=[CH:103][C:102]([O:105][CH2:106][CH:107]5[CH2:112][CH2:111][CH:110]([C:113]([F:116])([F:115])[F:114])[CH2:109][CH2:108]5)=[CH:101][CH:100]=4)[O:98][C:90]3=[CH:89][C:88]=2[CH2:87][N:86]1[C:117]([C:119]1[N:120]=[C:121]([CH3:125])[O:122][C:123]=1[CH3:124])=[O:118])=[O:84])[CH2:67][C:68]1[CH:73]=[CH:72][C:71]([C:74]2[CH:79]=[CH:78][N:77]=[C:76]([CH3:80])[C:75]=2[CH3:81])=[CH:70][CH:69]=1.C(Cl)CCl.CC1OC(C)=C(C(O)=O)N=1. Given the product [CH3:125][C:121]1[O:122][C:123]([CH3:124])=[C:119]([C:117]([N:86]2[C@H:85]([C:83]([NH:82][C@@H:66]([CH2:67][C:68]3[CH:73]=[CH:72][C:71]([C:74]4[CH:79]=[CH:78][N:77]=[C:76]([CH3:80])[C:75]=4[CH3:81])=[CH:70][CH:69]=3)[C:65]([OH:126])=[O:64])=[O:84])[CH2:94][C:93]3[CH:92]=[C:91]4[O:95][CH2:96][C@H:97]([C:99]5[CH:100]=[CH:101][C:102]([O:105][CH2:106][CH:107]6[CH2:108][CH2:109][CH:110]([C:113]([F:114])([F:116])[F:115])[CH2:111][CH2:112]6)=[CH:103][CH:104]=5)[O:98][C:90]4=[CH:89][C:88]=3[CH2:87]2)=[O:118])[N:120]=1, predict the reactants needed to synthesize it. (4) Given the product [CH3:1][C:2]1[S:3][CH:4]=[C:5]([NH:7][C:8]([C:10]2[CH:15]=[C:14]([B:18]3[O:22][C:21]([CH3:24])([CH3:23])[C:20]([CH3:26])([CH3:25])[O:19]3)[CH:13]=[C:12]([CH3:17])[N:11]=2)=[O:9])[N:6]=1, predict the reactants needed to synthesize it. The reactants are: [CH3:1][C:2]1[S:3][CH:4]=[C:5]([NH:7][C:8]([C:10]2[CH:15]=[C:14](Br)[CH:13]=[C:12]([CH3:17])[N:11]=2)=[O:9])[N:6]=1.[B:18]1([B:18]2[O:22][C:21]([CH3:24])([CH3:23])[C:20]([CH3:26])([CH3:25])[O:19]2)[O:22][C:21]([CH3:24])([CH3:23])[C:20]([CH3:26])([CH3:25])[O:19]1. (5) Given the product [CH3:30][O:29][C:28]1[CH:2]=[CH:3][C:4]2[N:8]=[CH:7][N:6]([CH2:9][C:10]3[CH:26]=[CH:25][C:13]4[N:14]=[C:15]([NH:17][C@@H:18]5[CH2:23][CH2:22][CH2:21][CH2:20][C@H:19]5[OH:24])[S:16][C:12]=4[CH:11]=3)[C:5]=2[CH:27]=1, predict the reactants needed to synthesize it. The reactants are: Br[C:2]1[C:28]([O:29][CH3:30])=[CH:27][C:5]2[N:6]([CH2:9][C:10]3[CH:26]=[CH:25][C:13]4[N:14]=[C:15]([NH:17][C@@H:18]5[CH2:23][CH2:22][CH2:21][CH2:20][C@H:19]5[OH:24])[S:16][C:12]=4[CH:11]=3)[CH:7]=[N:8][C:4]=2[CH:3]=1.[OH-].[Na+].